This data is from Forward reaction prediction with 1.9M reactions from USPTO patents (1976-2016). The task is: Predict the product of the given reaction. (1) Given the reactants [Cl:1][C:2]1[CH:12]=[CH:11][C:5]([C:6]([O:8]CC)=[O:7])=[C:4]([N+:13]([O-:15])=[O:14])[C:3]=1[NH:16][CH3:17].O.[OH-].[Li+], predict the reaction product. The product is: [Cl:1][C:2]1[CH:12]=[CH:11][C:5]([C:6]([OH:8])=[O:7])=[C:4]([N+:13]([O-:15])=[O:14])[C:3]=1[NH:16][CH3:17]. (2) The product is: [CH3:1][S:2]([C:4]1[CH:5]=[CH:6][C:7]([C:10]2[C:14]3[CH:15]=[C:16]([C:19]4[O:23][C:22]([S:24][CH2:26][C:27]5[CH:28]=[C:29]([CH:32]=[CH:33][CH:34]=5)[C:30]#[N:31])=[N:21][N:20]=4)[CH:17]=[CH:18][C:13]=3[O:12][CH:11]=2)=[CH:8][CH:9]=1)=[O:3]. Given the reactants [CH3:1][S:2]([C:4]1[CH:9]=[CH:8][C:7]([C:10]2[C:14]3[CH:15]=[C:16]([C:19]4[O:23][C:22]([SH:24])=[N:21][N:20]=4)[CH:17]=[CH:18][C:13]=3[O:12][CH:11]=2)=[CH:6][CH:5]=1)=[O:3].Br[CH2:26][C:27]1[CH:28]=[C:29]([CH:32]=[CH:33][CH:34]=1)[C:30]#[N:31], predict the reaction product.